This data is from Full USPTO retrosynthesis dataset with 1.9M reactions from patents (1976-2016). The task is: Predict the reactants needed to synthesize the given product. (1) Given the product [Cl:1][C:2]1[CH:7]=[CH:6][C:5]([NH:8][CH:9]2[CH2:10][S:18](=[O:20])(=[O:17])[CH2:12]2)=[C:4]([N+:13]([O-:15])=[O:14])[CH:3]=1, predict the reactants needed to synthesize it. The reactants are: [Cl:1][C:2]1[CH:7]=[CH:6][C:5]([NH:8][CH:9]2[CH2:12]S[CH2:10]2)=[C:4]([N+:13]([O-:15])=[O:14])[CH:3]=1.O[O:17][S:18]([O-:20])=O.[K+]. (2) Given the product [Cl:4][C:5]1[CH:10]=[CH:9][C:8]([C:11]2[NH:12][C:13]3[N:14]([N:18]=[CH:19][C:20]=3[C:21]3[O:22][N:26]=[C:24]([CH3:25])[N:23]=3)[C:15](=[O:17])[CH:16]=2)=[CH:7][C:6]=1[O:29][CH:30]([CH3:32])[CH3:31], predict the reactants needed to synthesize it. The reactants are: NO.Cl.[Cl:4][C:5]1[CH:10]=[CH:9][C:8]([C:11]2[NH:12][C:13]3[N:14]([N:18]=[CH:19][C:20]=3[C:21](/[N:23]=[C:24](/[N:26](C)C)\[CH3:25])=[O:22])[C:15](=[O:17])[CH:16]=2)=[CH:7][C:6]=1[O:29][CH:30]([CH3:32])[CH3:31].[OH-].[Na+].